From a dataset of Reaction yield outcomes from USPTO patents with 853,638 reactions. Predict the reaction yield, written as a fraction of the theoretical maximum amount of product (1.0 means a 100% yield; for example, 0.34 means a 34% yield). The reactants are [Cl:1][C:2]1[CH:3]=[C:4]([C:10]2[CH:14]=[CH:13][N:12]([CH2:15][C@@H:16]([NH:18][C:19]([C:21]3[N:22]=[C:23](C(OCC)=O)[S:24][CH:25]=3)=[O:20])[CH3:17])[N:11]=2)[CH:5]=[CH:6][C:7]=1[C:8]#[N:9].[CH3:31][Mg]Br.CC[O:36][CH2:37][CH3:38].[Cl-].[NH4+]. The catalyst is C1COCC1.C(Cl)Cl.O.CC(C)=O. The product is [Cl:1][C:2]1[CH:3]=[C:4]([C:10]2[CH:14]=[CH:13][N:12]([CH2:15][C@@H:16]([NH:18][C:19]([C:21]3[N:22]=[C:23]([C:37]([OH:36])([CH3:38])[CH3:31])[S:24][CH:25]=3)=[O:20])[CH3:17])[N:11]=2)[CH:5]=[CH:6][C:7]=1[C:8]#[N:9]. The yield is 0.0424.